From a dataset of Catalyst prediction with 721,799 reactions and 888 catalyst types from USPTO. Predict which catalyst facilitates the given reaction. (1) Reactant: [Br:1][CH2:2][C:3]([C:5]1[CH:6]=[C:7]([CH:10]=[CH:11][CH:12]=1)[C:8]#[N:9])=[O:4].[C:13]1([C@@H:19]([NH:31][C:32]2[CH:37]=[CH:36][CH:35]=[CH:34][CH:33]=2)[C:20]([O:22][C@@H:23]2[CH:28]3[CH2:29][CH2:30][N:25]([CH2:26][CH2:27]3)[CH2:24]2)=[O:21])[CH:18]=[CH:17][CH:16]=[CH:15][CH:14]=1. Product: [Br-:1].[C:8]([C:7]1[CH:6]=[C:5]([C:3](=[O:4])[CH2:2][N+:25]23[CH2:26][CH2:27][CH:28]([CH2:29][CH2:30]2)[C@@H:23]([O:22][C:20](=[O:21])[C@@H:19]([C:13]2[CH:18]=[CH:17][CH:16]=[CH:15][CH:14]=2)[NH:31][C:32]2[CH:37]=[CH:36][CH:35]=[CH:34][CH:33]=2)[CH2:24]3)[CH:12]=[CH:11][CH:10]=1)#[N:9]. The catalyst class is: 25. (2) Reactant: [Cl:1][C:2]1[N:7]=[C:6]([C:8]2[C:9]([C:18]3[CH:19]=[C:20]([CH:22]=[CH:23][CH:24]=3)[NH2:21])=[N:10][N:11]3[CH:16]=[CH:15][CH:14]=[C:13]([F:17])[C:12]=23)[CH:5]=[CH:4][N:3]=1.[F:25][C:26]1[CH:34]=[CH:33][CH:32]=[C:31]([F:35])[C:27]=1[C:28](Cl)=[O:29].C([O-])(O)=O.[Na+]. Product: [Cl:1][C:2]1[N:7]=[C:6]([C:8]2[C:9]([C:18]3[CH:19]=[C:20]([NH:21][C:28](=[O:29])[C:27]4[C:26]([F:25])=[CH:34][CH:33]=[CH:32][C:31]=4[F:35])[CH:22]=[CH:23][CH:24]=3)=[N:10][N:11]3[CH:16]=[CH:15][CH:14]=[C:13]([F:17])[C:12]=23)[CH:5]=[CH:4][N:3]=1. The catalyst class is: 1. (3) Reactant: [OH:1][C:2]1([C:8]2[N:13]=[C:12]([C:14]#[N:15])[CH:11]=[CH:10][CH:9]=2)[CH2:7][CH2:6][O:5][CH2:4][CH2:3]1.Cl.CO. The catalyst class is: 1. Product: [OH:1][C:2]1([C:8]2[N:13]=[C:12]([CH2:14][NH2:15])[CH:11]=[CH:10][CH:9]=2)[CH2:3][CH2:4][O:5][CH2:6][CH2:7]1.